This data is from NCI-60 drug combinations with 297,098 pairs across 59 cell lines. The task is: Regression. Given two drug SMILES strings and cell line genomic features, predict the synergy score measuring deviation from expected non-interaction effect. (1) Cell line: PC-3. Drug 2: C1=NC2=C(N1)C(=S)N=CN2. Synergy scores: CSS=20.6, Synergy_ZIP=-5.07, Synergy_Bliss=1.83, Synergy_Loewe=-0.699, Synergy_HSA=-0.696. Drug 1: C#CCC(CC1=CN=C2C(=N1)C(=NC(=N2)N)N)C3=CC=C(C=C3)C(=O)NC(CCC(=O)O)C(=O)O. (2) Drug 1: CN(C)C1=NC(=NC(=N1)N(C)C)N(C)C. Drug 2: C1CN1P(=S)(N2CC2)N3CC3. Cell line: HL-60(TB). Synergy scores: CSS=56.8, Synergy_ZIP=-1.82, Synergy_Bliss=-16.2, Synergy_Loewe=-59.4, Synergy_HSA=-18.5. (3) Drug 1: C1=NC2=C(N=C(N=C2N1C3C(C(C(O3)CO)O)O)F)N. Drug 2: CC1=C2C(C(=O)C3(C(CC4C(C3C(C(C2(C)C)(CC1OC(=O)C(C(C5=CC=CC=C5)NC(=O)OC(C)(C)C)O)O)OC(=O)C6=CC=CC=C6)(CO4)OC(=O)C)O)C)O. Cell line: SK-OV-3. Synergy scores: CSS=1.72, Synergy_ZIP=-2.88, Synergy_Bliss=-1.34, Synergy_Loewe=-1.12, Synergy_HSA=-1.00. (4) Drug 1: CC(C1=C(C=CC(=C1Cl)F)Cl)OC2=C(N=CC(=C2)C3=CN(N=C3)C4CCNCC4)N. Drug 2: CNC(=O)C1=NC=CC(=C1)OC2=CC=C(C=C2)NC(=O)NC3=CC(=C(C=C3)Cl)C(F)(F)F. Cell line: OVCAR-5. Synergy scores: CSS=15.4, Synergy_ZIP=-8.85, Synergy_Bliss=-10.2, Synergy_Loewe=-15.9, Synergy_HSA=-12.2. (5) Synergy scores: CSS=-11.6, Synergy_ZIP=3.72, Synergy_Bliss=-7.07, Synergy_Loewe=-13.5, Synergy_HSA=-14.4. Drug 2: CC(C)CN1C=NC2=C1C3=CC=CC=C3N=C2N. Cell line: A498. Drug 1: C1CNP(=O)(OC1)N(CCCl)CCCl.